This data is from Full USPTO retrosynthesis dataset with 1.9M reactions from patents (1976-2016). The task is: Predict the reactants needed to synthesize the given product. The reactants are: [F:1][C:2]1[CH:9]=[C:8]([F:10])[CH:7]=[CH:6][C:3]=1[CH2:4][OH:5].[N+]([C:14]1[CH:19]=[CH:18][N+:17]([O-:20])=[CH:16][CH:15]=1)([O-])=O.C([O-])([O-])=O.[Cs+].[Cs+].FC(F)(F)C(O)=O. Given the product [F:1][C:2]1[CH:9]=[C:8]([F:10])[CH:7]=[CH:6][C:3]=1[CH2:4][O:5][C:14]1[CH:19]=[CH:18][N+:17]([O-:20])=[CH:16][CH:15]=1, predict the reactants needed to synthesize it.